From a dataset of Catalyst prediction with 721,799 reactions and 888 catalyst types from USPTO. Predict which catalyst facilitates the given reaction. (1) Reactant: [C:1]([Si:5]([O:8][CH2:9][CH2:10][C:11]#[CH:12])([CH3:7])[CH3:6])([CH3:4])([CH3:3])[CH3:2].[CH2:13]([SnH:17]([CH2:22][CH2:23][CH2:24][CH3:25])[CH2:18][CH2:19][CH2:20][CH3:21])[CH2:14][CH2:15][CH3:16].CC(N=NC(C#N)(C)C)(C#N)C. Product: [C:1]([Si:5]([CH3:6])([CH3:7])[O:8][CH2:9][CH2:10][CH:11]=[CH:12][Sn:17]([CH2:18][CH2:19][CH2:20][CH3:21])([CH2:22][CH2:23][CH2:24][CH3:25])[CH2:13][CH2:14][CH2:15][CH3:16])([CH3:3])([CH3:4])[CH3:2]. The catalyst class is: 48. (2) Reactant: [Cl:1][C:2]1[CH:11]=[C:10]2[C:5]([CH2:6][CH2:7][N:8](C(OC(C)(C)C)=O)[C@H:9]2[C:12]2[CH:16]=[C:15]([C:17]([C:19]3[C:20]([NH:25][C@@H:26]4[CH2:30][C@H:29]([CH2:31][O:32][S:33](=[O:36])(=[O:35])[NH2:34])[C@@H:28]([OH:37])[CH2:27]4)=[N:21][CH:22]=[N:23][CH:24]=3)=[O:18])[S:14][C:13]=2[CH3:38])=[CH:4][CH:3]=1.C(O)(C(F)(F)F)=O. Product: [S:33](=[O:35])(=[O:36])([O:32][CH2:31][C@H:29]1[CH2:30][C@@H:26]([NH:25][C:20]2[C:19]([C:17]([C:15]3[S:14][C:13]([CH3:38])=[C:12]([C@H:9]4[C:10]5[C:5](=[CH:4][CH:3]=[C:2]([Cl:1])[CH:11]=5)[CH2:6][CH2:7][NH:8]4)[CH:16]=3)=[O:18])=[CH:24][N:23]=[CH:22][N:21]=2)[CH2:27][C@@H:28]1[OH:37])[NH2:34]. The catalyst class is: 2. (3) Reactant: [C:1](=[O:8])([O:3][C:4]([CH3:7])([CH3:6])[CH3:5])[NH2:2].C(=O)([O-])[O-].[K+].[K+].Br[C:16]1[CH:17]=[C:18]([C:21]([O:23][CH3:24])=[O:22])[O:19][CH:20]=1.CNCCNC. Product: [C:4]([O:3][C:1]([NH:2][C:16]1[CH:17]=[C:18]([C:21]([O:23][CH3:24])=[O:22])[O:19][CH:20]=1)=[O:8])([CH3:7])([CH3:6])[CH3:5]. The catalyst class is: 509. (4) Reactant: [CH3:1][O:2][CH2:3][C:4]([NH:6][C:7]1[CH:12]=[C:11]([O:13][C:14]2[C:23]3[C:18](=[CH:19][CH:20]=[CH:21][CH:22]=3)[C:17]([N+:24]([O-])=O)=[CH:16][CH:15]=2)[CH:10]=[CH:9][N:8]=1)=[O:5].C([O-])([O-])=O.[Na+].[Na+]. Product: [NH2:24][C:17]1[C:18]2[C:23](=[CH:22][CH:21]=[CH:20][CH:19]=2)[C:14]([O:13][C:11]2[CH:10]=[CH:9][N:8]=[C:7]([NH:6][C:4](=[O:5])[CH2:3][O:2][CH3:1])[CH:12]=2)=[CH:15][CH:16]=1. The catalyst class is: 180. (5) Reactant: [C:1]([C:6]1[C:13]([C:14]([CH3:17])([CH3:16])[CH3:15])=[CH:12][C:9]([CH:10]=O)=[CH:8][C:7]=1[C:18]([CH3:21])([CH3:20])[CH3:19])(=[O:5])[CH2:2][CH2:3][CH3:4].[C:22]([NH:26][OH:27])([CH3:25])([CH3:24])[CH3:23].C1(C)C=CC(S(O)(=O)=O)=CC=1. The catalyst class is: 48. Product: [C:1]([C:6]1[C:13]([C:14]([CH3:17])([CH3:16])[CH3:15])=[CH:12][C:9]([CH:10]=[N+:26]([C:22]([CH3:25])([CH3:24])[CH3:23])[O-:27])=[CH:8][C:7]=1[C:18]([CH3:21])([CH3:20])[CH3:19])(=[O:5])[CH2:2][CH2:3][CH3:4]. (6) Reactant: Cl[C:2]1[N:7]=[C:6]([C:8]([OH:10])=[O:9])[CH:5]=[CH:4][C:3]=1[C:11]([F:14])([F:13])[F:12].[OH-].[K+].[O:17]1[CH2:22][CH2:21][CH:20]([CH2:23][OH:24])[CH2:19][CH2:18]1. Product: [O:17]1[CH2:22][CH2:21][CH:20]([CH2:23][O:24][C:2]2[N:7]=[C:6]([C:8]([OH:10])=[O:9])[CH:5]=[CH:4][C:3]=2[C:11]([F:14])([F:13])[F:12])[CH2:19][CH2:18]1. The catalyst class is: 16.